This data is from Forward reaction prediction with 1.9M reactions from USPTO patents (1976-2016). The task is: Predict the product of the given reaction. (1) Given the reactants [CH3:1][O:2][C:3](=[O:21])[C:4]1[CH:19]=[CH:18][C:7]([C:8]([O:10]CC2C=CC=CC=2)=[O:9])=[CH:6][C:5]=1[F:20], predict the reaction product. The product is: [CH3:1][O:2][C:3](=[O:21])[C:4]1[CH:19]=[CH:18][C:7]([C:8]([OH:10])=[O:9])=[CH:6][C:5]=1[F:20]. (2) Given the reactants [Cl:1][C:2]1[CH:3]=[C:4]([NH:17][C:18]2[C:27]3[C:22](=[CH:23][CH:24]=[C:25]([C:28]4[O:32][C:31]([CH:33]=O)=[CH:30][CH:29]=4)[CH:26]=3)[N:21]=[CH:20][N:19]=2)[CH:5]=[CH:6][C:7]=1[O:8][CH2:9][C:10]1[CH:15]=[CH:14][CH:13]=[C:12]([F:16])[CH:11]=1.[NH2:35][CH2:36][CH2:37][S:38]([CH3:41])(=[O:40])=[O:39].C[OH:43], predict the reaction product. The product is: [CH3:9][C:10]1[CH:15]=[CH:14][C:13]([S:38]([O-:40])(=[O:43])=[O:39])=[CH:12][CH:11]=1.[CH3:41][S:38]([CH2:37][CH2:36][NH:35][CH2:33][C:31]1[O:32][C:28]([C:25]2[CH:24]=[CH:23][C:22]3[N:21]=[CH:20][N:19]=[C:18]([NH:17][C:4]4[CH:5]=[CH:6][C:7]([O:8][CH2:9][C:10]5[CH:15]=[CH:14][CH:13]=[C:12]([F:16])[CH:11]=5)=[C:2]([Cl:1])[CH:3]=4)[C:27]=3[CH:26]=2)=[CH:29][CH:30]=1)(=[O:40])=[O:39]. (3) Given the reactants [C:1]([O:5][C:6]([N:8]([CH3:14])[C@@H:9]([CH3:13])[C:10]([OH:12])=O)=[O:7])([CH3:4])([CH3:3])[CH3:2].C(Cl)CCl.N1C2C(=NC=CC=2)N(O)N=1.[NH2:29][C@@H:30]([C:66]([CH3:69])([CH3:68])[CH3:67])[C:31]([N:33]1[C@H:42]([C:43]([N:45]([CH2:55][C:56]2[CH:65]=[CH:64][C:59]([C:60]([O:62][CH3:63])=[O:61])=[CH:58][CH:57]=2)[C@@H:46]([C:48]2[CH:53]=[CH:52][CH:51]=[CH:50][C:49]=2[Cl:54])[CH3:47])=[O:44])[CH2:41][C:40]2[C:35](=[CH:36][CH:37]=[CH:38][CH:39]=2)[CH2:34]1)=[O:32].C(O)(C(F)(F)F)=O.CN1CCOCC1, predict the reaction product. The product is: [C:1]([O:5][C:6]([N:8]([CH3:14])[C@@H:9]([CH3:13])[C:10]([NH:29][C@@H:30]([C:66]([CH3:67])([CH3:69])[CH3:68])[C:31]([N:33]1[C@H:42]([C:43]([N:45]([CH2:55][C:56]2[CH:57]=[CH:58][C:59]([C:60]([O:62][CH3:63])=[O:61])=[CH:64][CH:65]=2)[C@@H:46]([C:48]2[CH:53]=[CH:52][CH:51]=[CH:50][C:49]=2[Cl:54])[CH3:47])=[O:44])[CH2:41][C:40]2[C:35](=[CH:36][CH:37]=[CH:38][CH:39]=2)[CH2:34]1)=[O:32])=[O:12])=[O:7])([CH3:2])([CH3:3])[CH3:4]. (4) Given the reactants [CH3:1][C:2]1[C:6]2[CH:7]=[C:8]([C:11]3[NH:12][C:13]4[N:14]([N:18]=[CH:19][C:20]=4[C:21]([NH2:23])=[O:22])[C:15](=[O:17])[CH:16]=3)[CH:9]=[CH:10][C:5]=2[O:4][N:3]=1.CN1C(=O)C[CH2:27][CH2:26]1.BrCC(OCC)OCC, predict the reaction product. The product is: [CH3:1][C:2]1[C:6]2[CH:7]=[C:8]([C:11]3[NH:12][C:13]4[N:14]([N:18]=[CH:19][C:20]=4[C:21]4[O:22][CH:26]=[CH:27][N:23]=4)[C:15](=[O:17])[CH:16]=3)[CH:9]=[CH:10][C:5]=2[O:4][N:3]=1. (5) Given the reactants CC(C)([O-])C.[Na+].CS(O[CH2:12][C@H:13]1[CH2:18][CH2:17][CH2:16][CH2:15][C@@H:14]1[N:19]([C@H:26]([C:28]1[CH:33]=[CH:32][CH:31]=[CH:30][CH:29]=1)[CH3:27])[CH2:20][C:21]([O:23][CH2:24][CH3:25])=[O:22])(=O)=O.[Cl-].[NH4+], predict the reaction product. The product is: [C:28]1([C@@H:26]([N:19]2[C@@H:14]3[C@H:13]([CH2:18][CH2:17][CH2:16][CH2:15]3)[CH2:12][C@H:20]2[C:21]([O:23][CH2:24][CH3:25])=[O:22])[CH3:27])[CH:33]=[CH:32][CH:31]=[CH:30][CH:29]=1. (6) Given the reactants CC1C=CC(S(O[CH2:12][C:13]23[CH2:20][CH2:19][C:16]([C:21]4[CH:26]=[CH:25][CH:24]=[C:23]([O:27][C:28]5[CH:33]=[CH:32][CH:31]=[CH:30][CH:29]=5)[CH:22]=4)([CH2:17][CH2:18]2)[O:15][CH2:14]3)(=O)=O)=CC=1.[Na+].[I-:35], predict the reaction product. The product is: [I:35][CH2:12][C:13]12[CH2:20][CH2:19][C:16]([C:21]3[CH:26]=[CH:25][CH:24]=[C:23]([O:27][C:28]4[CH:33]=[CH:32][CH:31]=[CH:30][CH:29]=4)[CH:22]=3)([CH2:17][CH2:18]1)[O:15][CH2:14]2. (7) Given the reactants [Cl:1][C:2]1[CH:3]=[N:4][C:5]2[N:6]([N:8]=[C:9]([C:11]([OH:13])=O)[CH:10]=2)[CH:7]=1.[CH3:14][CH:15]1[CH2:20][C:19]([C:21]2[CH:26]=[CH:25][C:24]([C:27]([F:30])([F:29])[F:28])=[CH:23][CH:22]=2)=[CH:18][CH2:17][NH:16]1, predict the reaction product. The product is: [Cl:1][C:2]1[CH:3]=[N:4][C:5]2[N:6]([N:8]=[C:9]([C:11]([N:16]3[CH2:17][CH:18]=[C:19]([C:21]4[CH:26]=[CH:25][C:24]([C:27]([F:28])([F:29])[F:30])=[CH:23][CH:22]=4)[CH2:20][CH:15]3[CH3:14])=[O:13])[CH:10]=2)[CH:7]=1. (8) Given the reactants Br[CH2:2][CH2:3][CH:4]([O:9][C:10]1[CH:15]=[CH:14][CH:13]=[CH:12][C:11]=1[O:16][CH2:17][C:18]1[CH:23]=[CH:22][C:21]([O:24][CH3:25])=[CH:20][CH:19]=1)[C:5]([O:7][CH3:8])=[O:6].CC(C)([O-])C.[K+], predict the reaction product. The product is: [CH3:25][O:24][C:21]1[CH:22]=[CH:23][C:18]([CH2:17][O:16][C:11]2[CH:12]=[CH:13][CH:14]=[CH:15][C:10]=2[O:9][C:4]2([C:5]([O:7][CH3:8])=[O:6])[CH2:2][CH2:3]2)=[CH:19][CH:20]=1. (9) Given the reactants [Cl:1][C:2]1[CH:7]=[C:6]([N+:8]([O-])=O)[CH:5]=[CH:4][C:3]=1[S:11][CH3:12], predict the reaction product. The product is: [Cl:1][C:2]1[CH:7]=[C:6]([CH:5]=[CH:4][C:3]=1[S:11][CH3:12])[NH2:8]. (10) Given the reactants [CH3:1][C:2]1([CH3:8])[CH2:6][CH2:5][CH2:4][C:3]1=[O:7].[Li+].CC([N-]C(C)C)C.C1(N([S:24]([C:27]([F:30])([F:29])[F:28])(=[O:26])=[O:25])[S:24]([C:27]([F:30])([F:29])[F:28])(=[O:26])=[O:25])C=CC=CC=1, predict the reaction product. The product is: [F:28][C:27]([F:30])([F:29])[S:24]([O:7][C:3]1[C:2]([CH3:8])([CH3:1])[CH2:6][CH2:5][CH:4]=1)(=[O:26])=[O:25].